This data is from Forward reaction prediction with 1.9M reactions from USPTO patents (1976-2016). The task is: Predict the product of the given reaction. (1) Given the reactants [C:1]([C:4]1[CH:9]=[CH:8][C:7]([NH:10][S:11]([C:14]2[CH:19]=[CH:18][C:17]([O:20][C:21]([F:24])([F:23])[F:22])=[CH:16][CH:15]=2)(=[O:13])=[O:12])=[CH:6][CH:5]=1)(=[O:3])[CH3:2].[Br-:25].[Br-].[Br-].C1([N+](C)(C)C)C=CC=CC=1.C1([N+](C)(C)C)C=CC=CC=1.C1([N+](C)(C)C)C=CC=CC=1.O, predict the reaction product. The product is: [Br:25][CH2:2][C:1]([C:4]1[CH:9]=[CH:8][C:7]([NH:10][S:11]([C:14]2[CH:19]=[CH:18][C:17]([O:20][C:21]([F:24])([F:22])[F:23])=[CH:16][CH:15]=2)(=[O:13])=[O:12])=[CH:6][CH:5]=1)=[O:3]. (2) The product is: [Cl:12][C:13]1[C:21]([N+:22]([O-:24])=[O:23])=[C:20]([F:25])[CH:19]=[CH:18][C:14]=1[C:15]([NH:2][S:3]([N:4]([CH:5]([CH3:7])[CH3:6])[CH3:26])(=[O:9])=[O:8])=[O:16]. Given the reactants C[N-:2][S:3](=[O:9])(=[O:8])[NH:4][CH:5]([CH3:7])[CH3:6].[OH-].[Na+].[Cl:12][C:13]1[C:21]([N+:22]([O-:24])=[O:23])=[C:20]([F:25])[CH:19]=[CH:18][C:14]=1[C:15](Cl)=[O:16].[CH3:26]CCC(C)C.Cl, predict the reaction product. (3) Given the reactants Cl.[CH3:2][C:3]1([CH3:16])[C:7]([CH3:9])([CH3:8])[O:6][B:5]([C:10]2[CH2:11][CH2:12][NH:13][CH2:14][CH:15]=2)[O:4]1.CCN(CC)CC.[C:24](Cl)(=[O:26])[CH3:25], predict the reaction product. The product is: [CH3:9][C:7]1([CH3:8])[C:3]([CH3:16])([CH3:2])[O:4][B:5]([C:10]2[CH2:11][CH2:12][N:13]([C:24](=[O:26])[CH3:25])[CH2:14][CH:15]=2)[O:6]1. (4) Given the reactants [C:1]([C:3]1[CH:8]=[CH:7][C:6]([N:9]([CH2:23][C:24]([F:27])([F:26])[F:25])[CH2:10][CH2:11][O:12][C:13]2[CH:22]=[CH:21][C:16]([C:17]([O:19]C)=[O:18])=[CH:15][CH:14]=2)=[CH:5][C:4]=1[C:28]([F:31])([F:30])[F:29])#[N:2].O[Li].O.O, predict the reaction product. The product is: [C:1]([C:3]1[CH:8]=[CH:7][C:6]([N:9]([CH2:23][C:24]([F:25])([F:26])[F:27])[CH2:10][CH2:11][O:12][C:13]2[CH:14]=[CH:15][C:16]([C:17]([OH:19])=[O:18])=[CH:21][CH:22]=2)=[CH:5][C:4]=1[C:28]([F:29])([F:30])[F:31])#[N:2]. (5) Given the reactants [C:1]([O:5][C:6]([N:8]1[CH2:13][CH2:12][CH:11]([CH2:14][C:15]([OH:17])=O)[CH2:10][CH2:9]1)=[O:7])([CH3:4])([CH3:3])[CH3:2].[K].[C:19]([O:25][CH2:26][CH3:27])(=[O:24])[CH2:20]C([O-])=O.[Cl-].[Mg+2].[Cl-].Cl, predict the reaction product. The product is: [C:1]([O:5][C:6]([N:8]1[CH2:9][CH2:10][CH:11]([CH2:14][C:15](=[O:17])[CH2:20][C:19]([O:25][CH2:26][CH3:27])=[O:24])[CH2:12][CH2:13]1)=[O:7])([CH3:2])([CH3:3])[CH3:4]. (6) Given the reactants [CH3:1][O:2][CH2:3][CH2:4]Br.[Cl:6][C:7]1[CH:8]=[C:9]([OH:28])[CH:10]=[CH:11][C:12]=1[CH:13]([CH3:27])[C:14]([OH:26])([C:19]1[CH:24]=[N:23][C:22]([CH3:25])=[CH:21][N:20]=1)[C:15]([F:18])([F:17])[F:16], predict the reaction product. The product is: [Cl:6][C:7]1[CH:8]=[C:9]([O:28][CH2:4][CH2:3][O:2][CH3:1])[CH:10]=[CH:11][C:12]=1[CH:13]([CH3:27])[C:14]([C:19]1[CH:24]=[N:23][C:22]([CH3:25])=[CH:21][N:20]=1)([OH:26])[C:15]([F:18])([F:16])[F:17]. (7) Given the reactants I[CH2:2][CH3:3].[Cl:4][C:5]1[CH:10]=[CH:9][CH:8]=[CH:7][C:6]=1[N:11]1[C:19](=[O:20])[C:18]2[C@@H:17]3[C:21]([CH3:23])([CH3:22])[C@@:14]([CH3:24])([CH2:15][CH2:16]3)[C:13]=2[NH:12]1.C(=O)([O-])[O-].[K+].[K+], predict the reaction product. The product is: [Cl:4][C:5]1[CH:10]=[CH:9][CH:8]=[CH:7][C:6]=1[N:11]1[C:19]([O:20][CH2:2][CH3:3])=[C:18]2[C:13]([C:14]3([CH3:24])[C:21]([CH3:23])([CH3:22])[CH:17]2[CH2:16][CH2:15]3)=[N:12]1.[Cl:4][C:5]1[CH:10]=[CH:9][CH:8]=[CH:7][C:6]=1[N:11]1[C:19](=[O:20])[C:18]2[C@@H:17]3[C:21]([CH3:23])([CH3:22])[C@@:14]([CH3:24])([CH2:15][CH2:16]3)[C:13]=2[N:12]1[CH2:2][CH3:3].